Dataset: Full USPTO retrosynthesis dataset with 1.9M reactions from patents (1976-2016). Task: Predict the reactants needed to synthesize the given product. (1) Given the product [ClH:54].[ClH:54].[CH3:49][O:50][C:51]1[CH:52]=[C:34]2[C:29](=[CH:30][CH:31]=1)[NH:28][C:27](=[O:35])[C:26]2=[CH:25][C:21]1[CH:20]=[C:19]2[C:24]([C:16](/[CH:15]=[CH:14]/[C:11]3[CH:12]=[N:13][C:8]([N:5]4[CH2:4][CH2:3][N:2]([CH3:1])[CH2:7][CH2:6]4)=[CH:9][CH:10]=3)=[N:17][NH:18]2)=[CH:23][CH:22]=1, predict the reactants needed to synthesize it. The reactants are: [CH3:1][N:2]1[CH2:7][CH2:6][N:5]([C:8]2[N:13]=[CH:12][C:11](/[CH:14]=[CH:15]/[C:16]3[C:24]4[C:19](=[CH:20][C:21]([CH:25]=[C:26]5[C:34]6[C:29](=[CH:30][CH:31]=CC=6)[NH:28][C:27]5=[O:35])=[CH:22][CH:23]=4)[N:18](COCC[Si](C)(C)C)[N:17]=3)=[CH:10][CH:9]=2)[CH2:4][CH2:3]1.B(F)(F)F.C[CH2:49][O:50][CH2:51][CH3:52].C(Cl)[Cl:54]. (2) Given the product [N+:1]([C:4]1[CH:5]=[CH:6][C:7]([NH:27][C:32](=[O:33])[C:22]2[CH:23]=[CH:24][CH:25]=[C:20]([NH:19][C:16]3[CH:17]=[CH:18][N:13]=[CH:14][CH:15]=3)[CH:21]=2)=[CH:11][CH:12]=1)([O-:3])=[O:2], predict the reactants needed to synthesize it. The reactants are: [N+:1]([C:4]1[CH:12]=[CH:11][C:7](C(O)=O)=[CH:6][CH:5]=1)([O-:3])=[O:2].[N:13]1[CH:18]=[CH:17][C:16]([NH:19][C:20]2[CH:25]=[CH:24][CH:23]=[C:22](N)[CH:21]=2)=[CH:15][CH:14]=1.[N:27]1[CH:32]=CC=CC=1.[O:33]=S(Cl)Cl. (3) Given the product [OH:1][CH2:2][CH:3]([CH2:21][OH:22])[CH2:4][O:5][C:6]1[CH:13]=[C:12]([O:14][CH3:15])[C:11]([C:16]2[S:17][CH:18]=[CH:19][CH:20]=2)=[CH:10][C:7]=1/[CH:8]=[CH:24]/[C:23]([C:26]1[CH:34]=[CH:33][C:29]([C:30]([OH:32])=[O:31])=[CH:28][CH:27]=1)=[O:25], predict the reactants needed to synthesize it. The reactants are: [OH:1][CH2:2][CH:3]([CH2:21][OH:22])[CH2:4][O:5][C:6]1[CH:13]=[C:12]([O:14][CH3:15])[C:11]([C:16]2[S:17][CH:18]=[CH:19][CH:20]=2)=[CH:10][C:7]=1[CH:8]=O.[C:23]([C:26]1[CH:34]=[CH:33][C:29]([C:30]([OH:32])=[O:31])=[CH:28][CH:27]=1)(=[O:25])[CH3:24]. (4) Given the product [CH2:19]([O:7][C:8]1[CH:9]=[C:10]([CH:15]=[C:16]([OH:18])[CH:17]=1)[C:11]([O:13][CH3:14])=[O:12])[C:20]1[CH:25]=[CH:24][CH:23]=[CH:22][CH:21]=1, predict the reactants needed to synthesize it. The reactants are: C(=O)([O-])[O-].[K+].[K+].[OH:7][C:8]1[CH:9]=[C:10]([CH:15]=[C:16]([OH:18])[CH:17]=1)[C:11]([O:13][CH3:14])=[O:12].[CH2:19](Br)[C:20]1[CH:25]=[CH:24][CH:23]=[CH:22][CH:21]=1.